Dataset: Full USPTO retrosynthesis dataset with 1.9M reactions from patents (1976-2016). Task: Predict the reactants needed to synthesize the given product. Given the product [C:5]1([C:8]2[CH:13]=[CH:12][CH:11]=[CH:10][CH:9]=2)[CH:6]=[CH:7][C:2]([N:25]2[C:26]3[CH:14]=[CH:15][CH:16]=[CH:17][C:18]=3[C:19]3[C:24]2=[CH:23][CH:22]=[CH:21][CH:20]=3)=[CH:3][CH:4]=1, predict the reactants needed to synthesize it. The reactants are: Br[C:2]1[CH:7]=[CH:6][C:5]([C:8]2[CH:13]=[CH:12][CH:11]=[CH:10][CH:9]=2)=[CH:4][CH:3]=1.[CH:14]1[C:26]2[NH:25][C:24]3[C:19](=[CH:20][CH:21]=[CH:22][CH:23]=3)[C:18]=2[CH:17]=[CH:16][CH:15]=1.CC(C)([O-])C.[Na+].C1(C)C(C)=CC=CC=1.